This data is from Forward reaction prediction with 1.9M reactions from USPTO patents (1976-2016). The task is: Predict the product of the given reaction. (1) The product is: [NH2:20][O:21][S:22]([OH:25])(=[O:24])=[O:23].[CH:16]1([NH2:27])[C:17]2[C:12]([C:11]3[C:19]([N:18]=2)=[CH:7][CH:8]=[CH:9][CH:10]=3)=[CH:13][CH:14]=[CH:15]1. Given the reactants CC(C)([O-])C.[K+].[CH:7]1[C:19]2[NH:18][C:17]3[C:12](=[CH:13][CH:14]=[CH:15][CH:16]=3)[C:11]=2[CH:10]=[CH:9][CH:8]=1.[NH2:20][O:21][S:22]([OH:25])(=[O:24])=[O:23].C[N:27]1CCCC1=O.CC(C)([O-])C.[K+].CN1CCCC1=O, predict the reaction product. (2) The product is: [Br:1][C:2]1[N:3]([C:8]2[C:17]3[C:12](=[CH:13][CH:14]=[CH:15][CH:16]=3)[C:11]([CH:18]3[CH2:20][CH2:19]3)=[CH:10][CH:9]=2)[C:4]([S:7][C:22]([CH3:29])([CH3:28])[C:23]([O:25][CH2:26][CH3:27])=[O:24])=[N:5][N:6]=1. Given the reactants [Br:1][C:2]1[N:3]([C:8]2[C:17]3[C:12](=[CH:13][CH:14]=[CH:15][CH:16]=3)[C:11]([CH:18]3[CH2:20][CH2:19]3)=[CH:10][CH:9]=2)[C:4]([SH:7])=[N:5][N:6]=1.Br[C:22]([CH3:29])([CH3:28])[C:23]([O:25][CH2:26][CH3:27])=[O:24].C(N(C(C)C)CC)(C)C, predict the reaction product.